The task is: Regression. Given two drug SMILES strings and cell line genomic features, predict the synergy score measuring deviation from expected non-interaction effect.. This data is from NCI-60 drug combinations with 297,098 pairs across 59 cell lines. (1) Drug 1: CC(CN1CC(=O)NC(=O)C1)N2CC(=O)NC(=O)C2. Drug 2: C#CCC(CC1=CN=C2C(=N1)C(=NC(=N2)N)N)C3=CC=C(C=C3)C(=O)NC(CCC(=O)O)C(=O)O. Cell line: SW-620. Synergy scores: CSS=24.9, Synergy_ZIP=-11.0, Synergy_Bliss=-10.0, Synergy_Loewe=-22.4, Synergy_HSA=-7.64. (2) Drug 1: C1=C(C(=O)NC(=O)N1)F. Drug 2: CCC(=C(C1=CC=CC=C1)C2=CC=C(C=C2)OCCN(C)C)C3=CC=CC=C3.C(C(=O)O)C(CC(=O)O)(C(=O)O)O. Cell line: HOP-92. Synergy scores: CSS=13.0, Synergy_ZIP=-6.49, Synergy_Bliss=-5.59, Synergy_Loewe=-5.47, Synergy_HSA=-4.49. (3) Drug 1: CS(=O)(=O)C1=CC(=C(C=C1)C(=O)NC2=CC(=C(C=C2)Cl)C3=CC=CC=N3)Cl. Drug 2: C1CC(=O)NC(=O)C1N2C(=O)C3=CC=CC=C3C2=O. Cell line: HS 578T. Synergy scores: CSS=16.9, Synergy_ZIP=4.24, Synergy_Bliss=20.5, Synergy_Loewe=14.0, Synergy_HSA=13.8. (4) Drug 1: C1=CC(=CC=C1CC(C(=O)O)N)N(CCCl)CCCl.Cl. Drug 2: CN(CCCl)CCCl.Cl. Cell line: BT-549. Synergy scores: CSS=8.33, Synergy_ZIP=-4.41, Synergy_Bliss=-1.54, Synergy_Loewe=-5.70, Synergy_HSA=-2.55. (5) Drug 1: CNC(=O)C1=CC=CC=C1SC2=CC3=C(C=C2)C(=NN3)C=CC4=CC=CC=N4. Drug 2: CC12CCC3C(C1CCC2=O)CC(=C)C4=CC(=O)C=CC34C. Cell line: RPMI-8226. Synergy scores: CSS=38.7, Synergy_ZIP=1.21, Synergy_Bliss=1.51, Synergy_Loewe=-1.22, Synergy_HSA=-1.92.